Dataset: Forward reaction prediction with 1.9M reactions from USPTO patents (1976-2016). Task: Predict the product of the given reaction. (1) Given the reactants [Cl:1][C:2]1[CH:21]=[CH:20][C:5]([CH:6]([N:14]2[CH2:19][CH2:18][NH:17][CH2:16][CH2:15]2)[C:7]2[CH:12]=[CH:11][C:10]([Cl:13])=[CH:9][CH:8]=2)=[CH:4][CH:3]=1.C(N(CC)CC)C.[CH:29]1([C:33](Cl)=[O:34])[CH2:32][CH2:31][CH2:30]1, predict the reaction product. The product is: [Cl:1][C:2]1[CH:21]=[CH:20][C:5]([CH:6]([C:7]2[CH:8]=[CH:9][C:10]([Cl:13])=[CH:11][CH:12]=2)[N:14]2[CH2:15][CH2:16][N:17]([C:33]([CH:29]3[CH2:32][CH2:31][CH2:30]3)=[O:34])[CH2:18][CH2:19]2)=[CH:4][CH:3]=1. (2) Given the reactants [F:1][C:2]1[C:3]([C:22]2[S:26][C:25]([C:27]3([OH:31])[CH2:30][CH2:29][CH2:28]3)=[N:24][CH:23]=2)=[C:4]2[CH:10]=[C:9](I)[N:8]([S:12]([C:15]3[CH:21]=[CH:20][C:18]([CH3:19])=[CH:17][CH:16]=3)(=[O:14])=[O:13])[C:5]2=[N:6][CH:7]=1.[N:32]1[C:41]2[C:36](=[CH:37][C:38](B(O)O)=[CH:39][CH:40]=2)[CH:35]=[CH:34][CH:33]=1.C(=O)(O)[O-], predict the reaction product. The product is: [F:1][C:2]1[C:3]([C:22]2[S:26][C:25]([C:27]3([OH:31])[CH2:30][CH2:29][CH2:28]3)=[N:24][CH:23]=2)=[C:4]2[CH:10]=[C:9]([C:38]3[CH:37]=[C:36]4[C:41](=[CH:40][CH:39]=3)[N:32]=[CH:33][CH:34]=[CH:35]4)[N:8]([S:12]([C:15]3[CH:21]=[CH:20][C:18]([CH3:19])=[CH:17][CH:16]=3)(=[O:14])=[O:13])[C:5]2=[N:6][CH:7]=1.